Dataset: Reaction yield outcomes from USPTO patents with 853,638 reactions. Task: Predict the reaction yield, written as a fraction of the theoretical maximum amount of product (1.0 means a 100% yield; for example, 0.34 means a 34% yield). (1) The reactants are CN([C:4]1[CH:9]=[CH:8][CH:7]=[CH:6][N:5]=1)C.Cl.[CH2:11](N=C=NCCCN(C)C)[CH3:12].[CH3:22][O:23][C:24]1[C:25](=[O:48])[C:26]([CH3:47])=[C:27]([CH2:33][C:34]2[CH:35]=[CH:36][C:37]([O:43]C(=O)C)=[C:38]([CH:42]=2)[C:39](O)=[O:40])[C:28](=[O:32])[C:29]=1[O:30][CH3:31].[CH2:49](Cl)Cl. No catalyst specified. The product is [CH3:22][O:23][C:24]1[C:25](=[O:48])[C:26]([CH3:47])=[C:27]([CH2:33][C:34]2[CH:35]=[CH:36][C:37]([OH:43])=[C:38]([CH:42]=2)[C:39]([NH:5][C@H:6]([C:7]2[CH:12]=[CH:11][CH:4]=[CH:9][CH:8]=2)[CH3:49])=[O:40])[C:28](=[O:32])[C:29]=1[O:30][CH3:31]. The yield is 0.530. (2) The reactants are Br.[N+:2]([C:5]1[CH:10]=[CH:9][C:8]([CH2:11][C@@H:12]([C:14]2[N:15]=[C:16]([C:19]3[S:20][CH:21]=[CH:22][CH:23]=3)[S:17][CH:18]=2)[NH2:13])=[CH:7][CH:6]=1)([O-:4])=[O:3].CCN(CC)CC.[CH2:31]([N:38]=[C:39]=[O:40])[C:32]1[CH:37]=[CH:36][CH:35]=[CH:34][CH:33]=1. The catalyst is C(Cl)Cl. The product is [CH2:31]([NH:38][C:39]([NH:13][C@H:12]([C:14]1[N:15]=[C:16]([C:19]2[S:20][CH:21]=[CH:22][CH:23]=2)[S:17][CH:18]=1)[CH2:11][C:8]1[CH:7]=[CH:6][C:5]([N+:2]([O-:4])=[O:3])=[CH:10][CH:9]=1)=[O:40])[C:32]1[CH:37]=[CH:36][CH:35]=[CH:34][CH:33]=1. The yield is 0.960. (3) The reactants are [Br:1][C:2]1[CH:23]=[CH:22][C:5]([O:6][CH2:7][CH2:8][CH2:9][CH2:10][N:11]2C(=O)C3=CC=CC=C3C2=O)=[CH:4][CH:3]=1.O.NN.Cl. The catalyst is C(O)C.ClCCl. The product is [Br:1][C:2]1[CH:23]=[CH:22][C:5]([O:6][CH2:7][CH2:8][CH2:9][CH2:10][NH2:11])=[CH:4][CH:3]=1. The yield is 0.750. (4) The reactants are O=[C:2]1[O:7][CH:6]=[C:5]([C:8]([O-:10])=[O:9])[CH:4]=[CH:3]1.[CH:11]1([NH2:17])[CH2:16][CH2:15][CH2:14][CH2:13][CH2:12]1.[CH3:18]O. No catalyst specified. The product is [CH:11]1([N:17]2[C:2](=[O:7])[CH:3]=[CH:4][C:5]([C:8]([O:10][CH3:18])=[O:9])=[CH:6]2)[CH2:16][CH2:15][CH2:14][CH2:13][CH2:12]1. The yield is 0.260.